This data is from NCI-60 drug combinations with 297,098 pairs across 59 cell lines. The task is: Regression. Given two drug SMILES strings and cell line genomic features, predict the synergy score measuring deviation from expected non-interaction effect. (1) Drug 1: C1=CN(C=N1)CC(O)(P(=O)(O)O)P(=O)(O)O. Drug 2: CC1=C(C(=O)C2=C(C1=O)N3CC4C(C3(C2COC(=O)N)OC)N4)N. Cell line: DU-145. Synergy scores: CSS=35.2, Synergy_ZIP=1.85, Synergy_Bliss=-0.0901, Synergy_Loewe=-33.6, Synergy_HSA=-1.50. (2) Drug 1: C1=NC2=C(N=C(N=C2N1C3C(C(C(O3)CO)O)O)F)N. Drug 2: N.N.Cl[Pt+2]Cl. Cell line: NCI-H522. Synergy scores: CSS=77.5, Synergy_ZIP=-5.23, Synergy_Bliss=-3.42, Synergy_Loewe=1.41, Synergy_HSA=2.25. (3) Drug 1: C1=CC(=CC=C1CC(C(=O)O)N)N(CCCl)CCCl.Cl. Drug 2: CC1=C2C(C(=O)C3(C(CC4C(C3C(C(C2(C)C)(CC1OC(=O)C(C(C5=CC=CC=C5)NC(=O)OC(C)(C)C)O)O)OC(=O)C6=CC=CC=C6)(CO4)OC(=O)C)O)C)O. Cell line: U251. Synergy scores: CSS=51.2, Synergy_ZIP=-8.22, Synergy_Bliss=-7.04, Synergy_Loewe=-10.5, Synergy_HSA=-4.56. (4) Drug 1: C1=C(C(=O)NC(=O)N1)N(CCCl)CCCl. Drug 2: CCCCCOC(=O)NC1=NC(=O)N(C=C1F)C2C(C(C(O2)C)O)O. Cell line: LOX IMVI. Synergy scores: CSS=36.7, Synergy_ZIP=-12.3, Synergy_Bliss=-5.68, Synergy_Loewe=-15.3, Synergy_HSA=-3.16. (5) Drug 1: C1CC(C1)(C(=O)O)C(=O)O.[NH2-].[NH2-].[Pt+2]. Drug 2: C1=NC2=C(N=C(N=C2N1C3C(C(C(O3)CO)O)F)Cl)N. Cell line: OVCAR-8. Synergy scores: CSS=25.9, Synergy_ZIP=0.0413, Synergy_Bliss=4.24, Synergy_Loewe=-39.9, Synergy_HSA=2.61. (6) Drug 1: CC1OCC2C(O1)C(C(C(O2)OC3C4COC(=O)C4C(C5=CC6=C(C=C35)OCO6)C7=CC(=C(C(=C7)OC)O)OC)O)O. Drug 2: CCN(CC)CCCC(C)NC1=C2C=C(C=CC2=NC3=C1C=CC(=C3)Cl)OC. Cell line: LOX IMVI. Synergy scores: CSS=38.0, Synergy_ZIP=-7.81, Synergy_Bliss=-7.91, Synergy_Loewe=-3.70, Synergy_HSA=-3.00. (7) Drug 2: C(CCl)NC(=O)N(CCCl)N=O. Synergy scores: CSS=36.0, Synergy_ZIP=3.07, Synergy_Bliss=6.40, Synergy_Loewe=-1.01, Synergy_HSA=6.46. Drug 1: C1CCC(CC1)NC(=O)N(CCCl)N=O. Cell line: CCRF-CEM.